This data is from Full USPTO retrosynthesis dataset with 1.9M reactions from patents (1976-2016). The task is: Predict the reactants needed to synthesize the given product. (1) Given the product [Cl:1][C:2]1[CH:7]=[CH:6][C:5]([CH:8]([C:37]2[CH:38]=[CH:39][C:40]([Cl:43])=[CH:41][CH:42]=2)[C:9]2[CH:10]=[C:11]3[C:16](=[CH:17][CH:18]=2)[N:15]=[CH:14][N:13]=[C:12]3[NH:19][CH:20]2[CH2:21][CH2:22][N:23]([C:26]3[CH:31]=[CH:30][C:29]([CH2:32][C:33]([OH:35])=[O:34])=[CH:28][CH:27]=3)[CH2:24][CH2:25]2)=[CH:4][CH:3]=1, predict the reactants needed to synthesize it. The reactants are: [Cl:1][C:2]1[CH:7]=[CH:6][C:5]([CH:8]([C:37]2[CH:42]=[CH:41][C:40]([Cl:43])=[CH:39][CH:38]=2)[C:9]2[CH:10]=[C:11]3[C:16](=[CH:17][CH:18]=2)[N:15]=[CH:14][N:13]=[C:12]3[NH:19][CH:20]2[CH2:25][CH2:24][N:23]([C:26]3[CH:31]=[CH:30][C:29]([CH2:32][C:33]([O:35]C)=[O:34])=[CH:28][CH:27]=3)[CH2:22][CH2:21]2)=[CH:4][CH:3]=1.Cl. (2) The reactants are: Br[CH:2]([CH3:5])[CH2:3][OH:4].F[C:7](N(CC)CC)([F:11])[CH:8](F)Cl.[F-].Br[CH2:19][CH2:20][CH2:21][CH2:22][CH2:23][CH2:24][CH2:25][CH2:26][CH2:27][CH2:28][CH2:29]CCO. Given the product [F:11][CH:7]([CH3:8])[CH2:29][CH2:28][CH2:27][CH2:26][CH2:25][CH2:24][CH2:23][CH2:22][CH2:21][CH2:20][CH2:19][CH2:5][CH2:2][CH2:3][OH:4], predict the reactants needed to synthesize it. (3) Given the product [CH3:25][C:20]([C:17]1[CH:18]=[CH:19][C:14]([C:12](=[O:13])[NH:11][C:9]2[N:10]=[C:5]3[CH:4]=[CH:3][C:2]([C:30]4[CH:31]=[N:27][NH:28][CH:29]=4)=[CH:7][N:6]3[CH:8]=2)=[CH:15][CH:16]=1)([CH3:26])[C:21]([O:23][CH3:24])=[O:22], predict the reactants needed to synthesize it. The reactants are: I[C:2]1[CH:3]=[CH:4][C:5]2[N:6]([CH:8]=[C:9]([NH:11][C:12]([C:14]3[CH:19]=[CH:18][C:17]([C:20]([CH3:26])([CH3:25])[C:21]([O:23][CH3:24])=[O:22])=[CH:16][CH:15]=3)=[O:13])[N:10]=2)[CH:7]=1.[NH:27]1[CH:31]=[C:30](B(O)O)[CH:29]=[N:28]1.